This data is from Catalyst prediction with 721,799 reactions and 888 catalyst types from USPTO. The task is: Predict which catalyst facilitates the given reaction. (1) Reactant: [Br:1][C:2]1[C:10]2[N:9]=[C:8]([CH2:11][F:12])[N:7]([CH2:13][C:14]3[CH:19]=[CH:18][CH:17]=[C:16]([Cl:20])[C:15]=3[CH3:21])[C:6]=2[CH:5]=[C:4]([N+:22]([O-])=O)[CH:3]=1.O.O.[Sn](Cl)Cl.Cl. Product: [Br:1][C:2]1[C:10]2[N:9]=[C:8]([CH2:11][F:12])[N:7]([CH2:13][C:14]3[CH:19]=[CH:18][CH:17]=[C:16]([Cl:20])[C:15]=3[CH3:21])[C:6]=2[CH:5]=[C:4]([NH2:22])[CH:3]=1. The catalyst class is: 5. (2) Reactant: C(=O)([O-])[O-].[Cs+].[Cs+].Br[CH2:8][CH:9]([F:11])[F:10].[CH3:12][C:13]1[N:14]=[CH:15][N:16]([C:18]2[C:19]([OH:45])=[N:20][C:21](/[CH:24]=[CH:25]/[C:26]3[N:44]=[C:29]4[C@H:30]([C:34]5[CH:39]=[CH:38][CH:37]=[CH:36][C:35]=5[C:40]([F:43])([F:42])[F:41])[CH2:31][CH2:32][CH2:33][N:28]4[N:27]=3)=[CH:22][CH:23]=2)[CH:17]=1.CN(C=O)C. Product: [CH3:12][C:13]1[N:14]=[CH:15][N:16]([C:18]2[CH:23]=[CH:22][C:21](/[CH:24]=[CH:25]/[C:26]3[N:44]=[C:29]4[CH:30]([C:34]5[CH:39]=[CH:38][CH:37]=[CH:36][C:35]=5[C:40]([F:42])([F:43])[F:41])[CH2:31][CH2:32][CH2:33][N:28]4[N:27]=3)=[N:20][C:19]=2[O:45][CH2:8][CH:9]([F:11])[F:10])[CH:17]=1. The catalyst class is: 84. (3) Reactant: [F:1][C:2]([F:28])([F:27])[C:3]1[CH:4]=[C:5]([C@H:13]2[C@H:22]([C:23](O)=[O:24])[C:21]3[C:16](=[CH:17][CH:18]=[CH:19][CH:20]=3)[C:15](=[O:26])[NH:14]2)[CH:6]=[C:7]([C:9]([F:12])([F:11])[F:10])[CH:8]=1.C1CN([P+](ON2N=NC3C=CC=CC2=3)(N2CCCC2)N2CCCC2)CC1.F[P-](F)(F)(F)(F)F.[NH2:62][N:63]1[CH2:68][CH2:67][O:66][CH2:65][CH2:64]1.C(N(CC)C(C)C)(C)C. Product: [F:11][C:9]([F:10])([F:12])[C:7]1[CH:6]=[C:5]([C@H:13]2[C@H:22]([C:23]([NH:62][N:63]3[CH2:68][CH2:67][O:66][CH2:65][CH2:64]3)=[O:24])[C:21]3[C:16](=[CH:17][CH:18]=[CH:19][CH:20]=3)[C:15](=[O:26])[NH:14]2)[CH:4]=[C:3]([C:2]([F:1])([F:28])[F:27])[CH:8]=1. The catalyst class is: 4. (4) Reactant: [CH3:1][O:2][N:3]=[C:4]([CH2:17][O:18][C:19]1[CH:24]=[CH:23][CH:22]=[C:21]([C:25]([F:28])([F:27])[F:26])[CH:20]=1)[CH2:5][N:6]1[C:10]2[CH:11]=[C:12]([CH3:16])[C:13]([NH2:15])=[CH:14][C:9]=2[N:8]=[CH:7]1. Product: [CH2:5]([N:6]([CH3:10])[CH:7]=[N:15][C:13]1[C:12]([CH3:16])=[CH:11][C:10]2[N:6]([CH2:5][C:4](=[N:3][O:2][CH3:1])[CH2:17][O:18][C:19]3[CH:24]=[CH:23][CH:22]=[C:21]([C:25]([F:28])([F:27])[F:26])[CH:20]=3)[CH:7]=[N:8][C:9]=2[CH:14]=1)[CH3:4]. The catalyst class is: 2.